This data is from Catalyst prediction with 721,799 reactions and 888 catalyst types from USPTO. The task is: Predict which catalyst facilitates the given reaction. (1) Reactant: [CH:1]([C:4]1[CH:9]=[CH:8][C:7]([C:10]2[C:11]3[C:21]([CH3:22])=[CH:20][C:19]4[CH2:18][CH2:17][CH2:16][C:15]=4[C:12]=3[O:13][CH:14]=2)=[CH:6][CH:5]=1)([CH3:3])[CH3:2]. Product: [CH:1]([C:4]1[CH:5]=[CH:6][C:7]([CH:10]2[CH2:14][O:13][C:12]3[C:15]4[CH2:16][CH2:17][CH2:18][C:19]=4[CH:20]=[C:21]([CH3:22])[C:11]2=3)=[CH:8][CH:9]=1)([CH3:3])[CH3:2]. The catalyst class is: 5. (2) Reactant: [I:1]Cl.[Br:3][C:4]1[N:5]=[C:6]2[CH:11]=[CH:10][C:9]([N:12]3[CH2:19][C@@H:18]4[C@@H:14]([CH2:15][N:16]([CH3:20])[CH2:17]4)[CH2:13]3)=[N:8][N:7]2[CH:21]=1.C(=O)(O)[O-].[Na+].S([O-])([O-])(=O)=S.[Na+].[Na+]. Product: [Br:3][C:4]1[N:5]=[C:6]2[CH:11]=[CH:10][C:9]([N:12]3[CH2:19][C@@H:18]4[C@@H:14]([CH2:15][N:16]([CH3:20])[CH2:17]4)[CH2:13]3)=[N:8][N:7]2[C:21]=1[I:1]. The catalyst class is: 98. (3) Reactant: [CH2:1]([O:3][C:4]1[CH:11]=[C:10]([O:12][CH2:13][CH3:14])[CH:9]=[CH:8][C:5]=1[CH:6]=O)[CH3:2].C([O-])(=O)C.[Na+].[N+:20](CC)([O-])=O. Product: [CH2:1]([O:3][C:4]1[CH:11]=[C:10]([O:12][CH2:13][CH3:14])[CH:9]=[CH:8][C:5]=1[C:6]#[N:20])[CH3:2]. The catalyst class is: 15. (4) Reactant: [CH3:1][C:2]([S:11][C:12]1[CH:17]=[CH:16][CH:15]=[CH:14][C:13]=1[CH3:18])([CH3:10])[C:3]([O:5][C:6]([CH3:9])([CH3:8])[CH3:7])=[O:4].[Br:19]N1C(=O)CCC1=O. Product: [Br:19][C:15]1[CH:16]=[CH:17][C:12]([S:11][C:2]([CH3:1])([CH3:10])[C:3]([O:5][C:6]([CH3:7])([CH3:8])[CH3:9])=[O:4])=[C:13]([CH3:18])[CH:14]=1. The catalyst class is: 10. (5) Reactant: O[CH2:2][C:3]1[CH:8]=[CH:7][C:6](/[CH:9]=[CH:10]/[C:11]2[CH:16]=[CH:15][C:14]([O:17][CH2:18][CH2:19][CH2:20][CH2:21][CH2:22][CH3:23])=[CH:13][CH:12]=2)=[CH:5][CH:4]=1.S(Cl)([Cl:26])=O.O. Product: [Cl:26][CH2:2][C:3]1[CH:8]=[CH:7][C:6](/[CH:9]=[CH:10]/[C:11]2[CH:16]=[CH:15][C:14]([O:17][CH2:18][CH2:19][CH2:20][CH2:21][CH2:22][CH3:23])=[CH:13][CH:12]=2)=[CH:5][CH:4]=1. The catalyst class is: 4. (6) Reactant: [H-].[Al+3].[Li+].[H-].[H-].[H-].[CH2:7]([N:14]1[CH2:19][CH2:18][N:17]([CH3:20])[C:16](=O)[CH:15]1[C:22]1[CH:27]=[CH:26][CH:25]=[CH:24][CH:23]=1)[C:8]1[CH:13]=[CH:12][CH:11]=[CH:10][CH:9]=1. Product: [CH2:7]([N:14]1[CH2:19][CH2:18][N:17]([CH3:20])[CH2:16][CH:15]1[C:22]1[CH:27]=[CH:26][CH:25]=[CH:24][CH:23]=1)[C:8]1[CH:9]=[CH:10][CH:11]=[CH:12][CH:13]=1. The catalyst class is: 7. (7) Reactant: [NH:1]([C:3]1[N:4]=[C:5]2[CH:19]=[C:18]([C:20]([F:23])([F:22])[F:21])[CH:17]=[N:16][C:6]2=[N:7][C:8]=1[N:9]1[CH2:14][CH2:13][N:12]([CH3:15])[CH2:11][CH2:10]1)[NH2:2].[CH:24](OC)(OC)OC. Product: [CH3:15][N:12]1[CH2:13][CH2:14][N:9]([C:8]2[C:3]3[N:4]([CH:24]=[N:2][N:1]=3)[C:5]3[CH:19]=[C:18]([C:20]([F:23])([F:22])[F:21])[CH:17]=[N:16][C:6]=3[N:7]=2)[CH2:10][CH2:11]1. The catalyst class is: 28. (8) Reactant: [CH3:1][C:2]([NH:5][CH2:6][C:7]([NH:9][C:10]1[CH:11]=[C:12]([N:40]([CH3:42])[CH3:41])[C:13]2[CH2:25][C@@H:24]3[C:19](=[C:20]([OH:39])[C@:21]4([OH:38])[C:29](=[O:30])[C:28]([C:31]([NH2:33])=[O:32])=[C:27]([OH:34])[C@@H:26]([N:35]([CH3:37])[CH3:36])[C@@H:22]4[CH2:23]3)[C:17](=[O:18])[C:14]=2[C:15]=1[OH:16])=[O:8])([CH3:4])[CH3:3].[ClH:43]. Product: [CH3:4][C:2]([NH:5][CH2:6][C:7]([NH:9][C:10]1[CH:11]=[C:12]([N:40]([CH3:42])[CH3:41])[C:13]2[CH2:25][C@@H:24]3[C:19](=[C:17]([OH:18])[C:14]=2[C:15]=1[OH:16])[C:20](=[O:39])[C@@:21]1([OH:38])[C@H:22]([C@H:26]([N:35]([CH3:36])[CH3:37])[C:27]([C:28]([C:31]([NH2:33])=[O:32])=[C:29]1[OH:30])=[O:34])[CH2:23]3)=[O:8])([CH3:1])[CH3:3].[ClH:43]. The catalyst class is: 2. (9) Reactant: [Cl:1][C:2]1[NH:7][C:6]2=[N:8][CH:9]=[C:10]([I:11])[C:5]2=[C:4]([Cl:12])[N:3]=1.[S:13](Cl)([C:16]1[CH:22]=[CH:21][C:19]([CH3:20])=[CH:18][CH:17]=1)(=[O:15])=[O:14].C(N(C(C)C)CC)(C)C. Product: [Cl:1][C:2]1[N:3]=[C:4]([Cl:12])[C:5]2[C:10]([I:11])=[CH:9][N:8]([S:13]([C:16]3[CH:22]=[CH:21][C:19]([CH3:20])=[CH:18][CH:17]=3)(=[O:15])=[O:14])[C:6]=2[N:7]=1. The catalyst class is: 4.